From a dataset of Forward reaction prediction with 1.9M reactions from USPTO patents (1976-2016). Predict the product of the given reaction. Given the reactants [C:1]([NH:8][C:9]([CH3:14])([C:11]([OH:13])=[O:12])[CH3:10])([O:3][C:4]([CH3:7])([CH3:6])[CH3:5])=[O:2].[C:15]([O-])([O-])=O.[K+].[K+].CI, predict the reaction product. The product is: [C:4]([O:3][C:1]([NH:8][C:9]([CH3:14])([C:11]([O:13][CH3:15])=[O:12])[CH3:10])=[O:2])([CH3:6])([CH3:7])[CH3:5].